This data is from CYP2C19 inhibition data for predicting drug metabolism from PubChem BioAssay. The task is: Regression/Classification. Given a drug SMILES string, predict its absorption, distribution, metabolism, or excretion properties. Task type varies by dataset: regression for continuous measurements (e.g., permeability, clearance, half-life) or binary classification for categorical outcomes (e.g., BBB penetration, CYP inhibition). Dataset: cyp2c19_veith. The compound is Cc1cc(=O)[nH]c2cc3oc4ccccc4c3cc12. The result is 0 (non-inhibitor).